This data is from Full USPTO retrosynthesis dataset with 1.9M reactions from patents (1976-2016). The task is: Predict the reactants needed to synthesize the given product. (1) The reactants are: CS(O[C@@H:6]1[CH2:11][CH2:10][O:9][CH2:8][C@H:7]1[NH:12][C:13]([O:15][C:16]([CH3:19])([CH3:18])[CH3:17])=[O:14])(=O)=O.[N-:20]=[N+:21]=[N-:22].[Na+].C([O-])(=O)C.[Na+]. Given the product [N:20]([C@H:6]1[CH2:11][CH2:10][O:9][CH2:8][C@H:7]1[NH:12][C:13](=[O:14])[O:15][C:16]([CH3:19])([CH3:18])[CH3:17])=[N+:21]=[N-:22], predict the reactants needed to synthesize it. (2) Given the product [Cl:1][C:2]1[N:10]=[C:9]2[C:5]([N:6]=[C:7]([CH2:17][N:25]3[CH2:26][CH:27]([N:29]4[CH2:34][CH2:33][NH:32][C:31](=[O:35])[CH2:30]4)[CH2:28]3)[N:8]2[CH:11]2[CH2:16][CH2:15][CH2:14][CH2:13][O:12]2)=[C:4]([N:19]2[CH2:20][CH2:21][O:22][CH2:23][CH2:24]2)[N:3]=1, predict the reactants needed to synthesize it. The reactants are: [Cl:1][C:2]1[N:10]=[C:9]2[C:5]([N:6]=[C:7]([CH:17]=O)[N:8]2[CH:11]2[CH2:16][CH2:15][CH2:14][CH2:13][O:12]2)=[C:4]([N:19]2[CH2:24][CH2:23][O:22][CH2:21][CH2:20]2)[N:3]=1.[NH:25]1[CH2:28][CH:27]([N:29]2[CH2:34][CH2:33][NH:32][C:31](=[O:35])[CH2:30]2)[CH2:26]1.C(O[BH-](OC(=O)C)OC(=O)C)(=O)C.[Na+]. (3) Given the product [F:1][C:2]1[CH:7]=[CH:6][CH:5]=[CH:4][C:3]=1[C:8]1[N:9]=[N:10][N:11]([CH3:24])[C:12]=1[CH2:13][O:14][C:15]1[N:16]=[CH:17][C:18]([C:19]([N:36]2[CH2:37][C:34]3([CH2:31][O:32][CH2:33]3)[CH2:35]2)=[O:21])=[CH:22][CH:23]=1, predict the reactants needed to synthesize it. The reactants are: [F:1][C:2]1[CH:7]=[CH:6][CH:5]=[CH:4][C:3]=1[C:8]1[N:9]=[N:10][N:11]([CH3:24])[C:12]=1[CH2:13][O:14][C:15]1[CH:23]=[CH:22][C:18]([C:19]([OH:21])=O)=[CH:17][N:16]=1.C([O-])(=O)C([O-])=O.[CH2:31]1[C:34]2([CH2:37][NH2+:36][CH2:35]2)[CH2:33][O:32]1.[CH2:31]1[C:34]2([CH2:37][NH2+:36][CH2:35]2)[CH2:33][O:32]1. (4) Given the product [NH2:1][C:2]1[C:7]([CH:8]=[O:9])=[CH:6][C:5]([N:11]2[CH:15]=[CH:14][N:13]=[CH:12]2)=[CH:4][N:3]=1, predict the reactants needed to synthesize it. The reactants are: [NH2:1][C:2]1[C:7]([CH:8]=[O:9])=[CH:6][C:5](I)=[CH:4][N:3]=1.[NH:11]1[CH:15]=[CH:14][N:13]=[CH:12]1.CN(C)[C@@H]1CCCC[C@H]1N.[O-]P([O-])([O-])=O.[K+].[K+].[K+]. (5) Given the product [NH2:1][C:2]1[N:7]=[CH:6][C:5]([C:8]2[CH:9]=[CH:10][C:11]([C:12](=[O:14])[N:29]([CH2:30][CH2:31][OH:32])[CH2:28][CH2:27][OH:26])=[CH:15][CH:16]=2)=[CH:4][C:3]=1[C:17]([NH:18][C:19]1[CH:20]=[CH:21][N:22]=[CH:23][CH:24]=1)=[O:25], predict the reactants needed to synthesize it. The reactants are: [NH2:1][C:2]1[N:7]=[CH:6][C:5]([C:8]2[CH:16]=[CH:15][C:11]([C:12]([OH:14])=O)=[CH:10][CH:9]=2)=[CH:4][C:3]=1[C:17](=[O:25])[NH:18][C:19]1[CH:24]=[CH:23][N:22]=[CH:21][CH:20]=1.[OH:26][CH2:27][CH2:28][NH:29][CH2:30][CH2:31][OH:32]. (6) Given the product [N:26]1([CH2:25][CH2:24][N:2]2[CH2:3][CH2:4][N:5]3[C:13]4[CH:12]=[CH:11][CH:10]=[CH:9][C:8]=4[CH2:7][CH:6]3[CH2:1]2)[CH2:32][CH2:31][CH2:30][CH2:29][CH2:28][CH2:27]1, predict the reactants needed to synthesize it. The reactants are: [CH2:1]1[CH:6]2[CH2:7][C:8]3[CH:9]=[CH:10][CH:11]=[CH:12][C:13]=3[N:5]2[CH2:4][CH2:3][NH:2]1.C(=O)([O-])[O-].[K+].[K+].[I-].[Na+].Cl.Cl[CH2:24][CH2:25][N:26]1[CH2:32][CH2:31][CH2:30][CH2:29][CH2:28][CH2:27]1. (7) Given the product [CH3:1][C:2]1[CH:7]=[CH:6][N:5]=[C:4]2[NH:8][CH:14]=[N:9][C:3]=12, predict the reactants needed to synthesize it. The reactants are: [CH3:1][C:2]1[CH:7]=[CH:6][N:5]=[C:4]([NH2:8])[C:3]=1[N+:9]([O-])=O.[H][H].[CH3:14]O. (8) The reactants are: [N+:1]([C:4]1[CH:52]=[CH:51][C:7]([C:8]([O:10][C@H:11]2[C:15]3[N:16]=[CH:17][N:18]=[C:19]([N:20]4[C:40]5[C:35](=[C:36]([CH2:41][NH:42][C:43]([O:45][C:46]([CH3:49])([CH3:48])[CH3:47])=[O:44])[CH:37]=[CH:38][CH:39]=5)[C:22]5([CH2:27][CH2:26][N:25](CC6C=CC=CC=6)[CH2:24][CH2:23]5)[CH2:21]4)[C:14]=3[C@H:13]([CH3:50])[CH2:12]2)=[O:9])=[CH:6][CH:5]=1)([O-:3])=[O:2].C(Cl)(=O)OC(Cl)C. Given the product [N+:1]([C:4]1[CH:5]=[CH:6][C:7]([C:8]([O:10][C@H:11]2[C:15]3[N:16]=[CH:17][N:18]=[C:19]([N:20]4[C:40]5[C:35](=[C:36]([CH2:41][NH:42][C:43]([O:45][C:46]([CH3:47])([CH3:48])[CH3:49])=[O:44])[CH:37]=[CH:38][CH:39]=5)[C:22]5([CH2:23][CH2:24][NH:25][CH2:26][CH2:27]5)[CH2:21]4)[C:14]=3[C@H:13]([CH3:50])[CH2:12]2)=[O:9])=[CH:51][CH:52]=1)([O-:3])=[O:2], predict the reactants needed to synthesize it.